This data is from CYP2C19 inhibition data for predicting drug metabolism from PubChem BioAssay. The task is: Regression/Classification. Given a drug SMILES string, predict its absorption, distribution, metabolism, or excretion properties. Task type varies by dataset: regression for continuous measurements (e.g., permeability, clearance, half-life) or binary classification for categorical outcomes (e.g., BBB penetration, CYP inhibition). Dataset: cyp2c19_veith. (1) The compound is O=C(CN1CCCC1)N/N=C/c1ccc(-c2cccc(Cl)c2)o1. The result is 1 (inhibitor). (2) The molecule is C[C@@H]1c2ccccc2CN1CC1=NCCN1. The result is 0 (non-inhibitor). (3) The drug is CC[C@H](C)C(=O)O[C@@H]1[C@H](O)[C@@H]2[C@H](CN3C[C@@H](C)CC[C@@H]3[C@@]2(C)O)[C@@H]2C[C@@]34O[C@@]5(O)[C@@H](OC(=O)[C@](C)(O)CC)CC[C@@]3(C)[C@H]5[C@H](OC(C)=O)[C@@H](OC(C)=O)[C@H]4[C@@]21O. The result is 0 (non-inhibitor). (4) The drug is O=C1NC(=O)[C@@](Cc2ccccc2)(c2cccnc2)N1. The result is 0 (non-inhibitor).